From a dataset of Peptide-MHC class II binding affinity with 134,281 pairs from IEDB. Regression. Given a peptide amino acid sequence and an MHC pseudo amino acid sequence, predict their binding affinity value. This is MHC class II binding data. (1) The peptide sequence is YDEPMTPGQCNMVVE. The MHC is DRB1_0301 with pseudo-sequence DRB1_0301. The binding affinity (normalized) is 0.102. (2) The peptide sequence is YKTIAFDEEARR. The MHC is DRB1_0802 with pseudo-sequence DRB1_0802. The binding affinity (normalized) is 0. (3) The peptide sequence is YDKFGANVSTVLTGK. The MHC is DRB1_0405 with pseudo-sequence DRB1_0405. The binding affinity (normalized) is 0.409. (4) The peptide sequence is SGAGWSGMAEATSLD. The MHC is HLA-DQA10102-DQB10602 with pseudo-sequence HLA-DQA10102-DQB10602. The binding affinity (normalized) is 0.571. (5) The peptide sequence is PFCSHHFHELQLKDG. The MHC is HLA-DQA10303-DQB10402 with pseudo-sequence HLA-DQA10303-DQB10402. The binding affinity (normalized) is 0.388. (6) The binding affinity (normalized) is 0.0934. The MHC is DRB4_0101 with pseudo-sequence DRB4_0103. The peptide sequence is GVTCGPGHGISVGSL. (7) The peptide sequence is NVTENFNMWKNNMVEQMH. The MHC is HLA-DPA10301-DPB10402 with pseudo-sequence HLA-DPA10301-DPB10402. The binding affinity (normalized) is 0.357. (8) The peptide sequence is CKTLTPLMSSKFPEL. The MHC is DRB1_1001 with pseudo-sequence DRB1_1001. The binding affinity (normalized) is 0.638.